This data is from Reaction yield outcomes from USPTO patents with 853,638 reactions. The task is: Predict the reaction yield, written as a fraction of the theoretical maximum amount of product (1.0 means a 100% yield; for example, 0.34 means a 34% yield). (1) The yield is 0.330. The reactants are [CH3:1][C:2]1[C:6]2[C:7](=[O:18])[N:8]([CH2:11][CH2:12][N:13]3[CH2:17][CH2:16][CH2:15][CH2:14]3)[CH2:9][CH2:10][C:5]=2[NH:4][C:3]=1[CH:19]=O.[CH3:21][O:22][C:23]1[CH:24]=[C:25]2[C:29](=[CH:30][CH:31]=1)[NH:28][C:27](=[O:32])[CH2:26]2. No catalyst specified. The product is [CH3:21][O:22][C:23]1[CH:24]=[C:25]2[C:29](=[CH:30][CH:31]=1)[NH:28][C:27](=[O:32])[C:26]2=[CH:19][C:3]1[NH:4][C:5]2[CH2:10][CH2:9][N:8]([CH2:11][CH2:12][N:13]3[CH2:14][CH2:15][CH2:16][CH2:17]3)[C:7](=[O:18])[C:6]=2[C:2]=1[CH3:1]. (2) The reactants are C(OC(=O)[NH:5][C:6]1[N:15]([CH:16]([C:18]2[CH:23]=[CH:22][C:21]([O:24][CH2:25][C:26]3[CH:27]=[N:28][C:29]([C:32]([F:35])([F:34])[F:33])=[CH:30][CH:31]=3)=[C:20]([O:36][CH3:37])[CH:19]=2)[CH3:17])[C:9]2=[N:10][CH:11]=[C:12]([I:14])[CH:13]=[C:8]2[N:7]=1)C.[O-]P([O-])([O-])=O.[K+].[K+].[K+]. The catalyst is C(O)C.O. The product is [I:14][C:12]1[CH:13]=[C:8]2[N:7]=[C:6]([NH2:5])[N:15]([CH:16]([C:18]3[CH:23]=[CH:22][C:21]([O:24][CH2:25][C:26]4[CH:27]=[N:28][C:29]([C:32]([F:33])([F:34])[F:35])=[CH:30][CH:31]=4)=[C:20]([O:36][CH3:37])[CH:19]=3)[CH3:17])[C:9]2=[N:10][CH:11]=1. The yield is 0.970. (3) The reactants are [CH2:1]([O:3][C:4](=[O:33])[C:5]1[CH:10]=[CH:9][C:8](/[CH:11]=[CH:12]/[C:13]2[C:22]([CH2:23]Br)=[CH:21][C:20]3[C:19]([CH3:26])([CH3:25])[CH:18]([O:27][C:28](=[O:30])[CH3:29])[CH2:17][C:16]([CH3:32])([CH3:31])[C:15]=3[CH:14]=2)=[CH:7][CH:6]=1)[CH3:2].[NH:34]1[CH:38]=[CH:37][CH:36]=[N:35]1. The catalyst is CN1CCCC1.[Cl-].[Na+].O. The product is [CH2:1]([O:3][C:4](=[O:33])[C:5]1[CH:10]=[CH:9][C:8](/[CH:11]=[CH:12]/[C:13]2[C:22]([CH2:23][N:34]3[CH:38]=[CH:37][CH:36]=[N:35]3)=[CH:21][C:20]3[C:19]([CH3:26])([CH3:25])[CH:18]([O:27][C:28](=[O:30])[CH3:29])[CH2:17][C:16]([CH3:32])([CH3:31])[C:15]=3[CH:14]=2)=[CH:7][CH:6]=1)[CH3:2]. The yield is 0.730. (4) The reactants are [CH2:1]1[O:13][C:12]2[CH:11]=[C:10]3[C:5]([C:6]([N:14]([CH:28]([CH3:33])[CH2:29][N:30]([CH3:32])[CH3:31])[C:15](=[O:27])[C:16]4[CH:21]=[C:20]([O:22][CH3:23])[C:19]([O:24][CH3:25])=[CH:18][C:17]=4I)=[CH:7][CH:8]=[N:9]3)=[CH:4][C:3]=2[O:2]1.[K+].[Br-]. No catalyst specified. The product is [CH3:23][O:22][C:20]1[C:19]([O:24][CH3:25])=[CH:18][C:17]2[C:7]3[C:6](=[C:5]4[CH:4]=[C:3]5[O:2][CH2:1][O:13][C:12]5=[CH:11][C:10]4=[N:9][CH:8]=3)[N:14]([CH:28]([CH3:33])[CH2:29][N:30]([CH3:32])[CH3:31])[C:15](=[O:27])[C:16]=2[CH:21]=1. The yield is 0.304. (5) The reactants are [Br:1][C:2]1[CH:7]=[CH:6][C:5]([NH:8][C:9]2[S:10][C:11]3[CH:17]=[CH:16][CH:15]=[C:14](C)[C:12]=3[N:13]=2)=[C:4]([F:19])[CH:3]=1.BrC1C=CC(NC2SC3C=C(OC(F)(F)[F:39])C=CC=3N=2)=C(F)C=1.ClC1SC2C=C(F)C=CC=2N=1.FC1C=C(Br)C=CC=1N. No catalyst specified. The product is [Br:1][C:2]1[CH:7]=[CH:6][C:5]([NH:8][C:9]2[S:10][C:11]3[CH:17]=[C:16]([F:39])[CH:15]=[CH:14][C:12]=3[N:13]=2)=[C:4]([F:19])[CH:3]=1. The yield is 0.780. (6) The reactants are C[Al](C)C.[CH3:5][C:6]1[CH:7]=[CH:8][C:9]([NH2:12])=[N:10][CH:11]=1.[Cl:13][C:14]1[C:15]([N:20]2[C:24]3=[N:25][CH:26]=[N:27][C:28]([O:29][C@@H:30]([CH2:35][O:36][C@H:37]([CH3:41])[CH2:38][O:39][CH3:40])[C:31](OC)=[O:32])=[C:23]3[CH:22]=[N:21]2)=[N:16][CH:17]=[CH:18][CH:19]=1.C(O)(=O)CC(CC(O)=O)(C(O)=O)O. The catalyst is C1(C)C=CC=CC=1.O.C(OCC)(=O)C. The product is [Cl:13][C:14]1[C:15]([N:20]2[C:24]3=[N:25][CH:26]=[N:27][C:28]([O:29][C@@H:30]([CH2:35][O:36][C@H:37]([CH3:41])[CH2:38][O:39][CH3:40])[C:31]([NH:12][C:9]4[CH:8]=[CH:7][C:6]([CH3:5])=[CH:11][N:10]=4)=[O:32])=[C:23]3[CH:22]=[N:21]2)=[N:16][CH:17]=[CH:18][CH:19]=1. The yield is 0.474. (7) The reactants are [CH2:1]([C:3]1[CH:8]=[CH:7][CH:6]=[CH:5][C:4]=1[C:9]1[CH:14]=[CH:13][C:12]([C:15]2[O:19][N:18]=[C:17]([C:20]3[CH:21]=[C:22]([CH:34]=[CH:35][CH:36]=3)[CH2:23][N:24]([CH3:33])[CH2:25][C:26]([O:28]C(C)(C)C)=[O:27])[N:16]=2)=[CH:11][C:10]=1[CH2:37][O:38][CH3:39])[CH3:2].[ClH:40].O1CCOCC1. The yield is 0.780. No catalyst specified. The product is [ClH:40].[CH2:1]([C:3]1[CH:8]=[CH:7][CH:6]=[CH:5][C:4]=1[C:9]1[CH:14]=[CH:13][C:12]([C:15]2[O:19][N:18]=[C:17]([C:20]3[CH:21]=[C:22]([CH:34]=[CH:35][CH:36]=3)[CH2:23][N:24]([CH3:33])[CH2:25][C:26]([OH:28])=[O:27])[N:16]=2)=[CH:11][C:10]=1[CH2:37][O:38][CH3:39])[CH3:2]. (8) The reactants are [CH3:1][O:2][NH:3][C:4]([C:6]1[C:7](=[O:29])[C:8]2[CH:13]=[N:12][C:11](S(C)(=O)=O)=[N:10][C:9]=2[N:18]([C:20]2[CH:21]=[C:22]3[C:26](=[CH:27][CH:28]=2)[CH2:25][CH2:24][CH2:23]3)[CH:19]=1)=[O:5].[CH3:30][N:31]1[CH2:36][CH2:35][N:34]([CH2:37][CH2:38][C:39]2[CH:40]=[C:41]([NH2:45])[CH:42]=[CH:43][CH:44]=2)[CH2:33][CH2:32]1. The catalyst is O1CCOCC1.O.C(OCC)(=O)C.[O-]S(C(F)(F)F)(=O)=O.[Ag+]. The product is [CH3:1][O:2][NH:3][C:4]([C:6]1[C:7](=[O:29])[C:8]2[CH:13]=[N:12][C:11]([NH:45][C:41]3[CH:42]=[CH:43][CH:44]=[C:39]([CH2:38][CH2:37][N:34]4[CH2:33][CH2:32][N:31]([CH3:30])[CH2:36][CH2:35]4)[CH:40]=3)=[N:10][C:9]=2[N:18]([C:20]2[CH:21]=[C:22]3[C:26](=[CH:27][CH:28]=2)[CH2:25][CH2:24][CH2:23]3)[CH:19]=1)=[O:5]. The yield is 0.0600. (9) The reactants are [CH3:1][O:2][C:3](=[O:32])[C:4]([NH:7][C:8]([C:10]1[C:15]([O:16]CC2C=CC=CC=2)=[CH:14][C:13]([O:24]CC2C=CC=CC=2)=[CH:12][N:11]=1)=[O:9])([CH3:6])[CH3:5]. The catalyst is CO.[Pd]. The product is [CH3:1][O:2][C:3](=[O:32])[C:4]([NH:7][C:8]([C:10]1[C:15]([OH:16])=[CH:14][C:13]([OH:24])=[CH:12][N:11]=1)=[O:9])([CH3:6])[CH3:5]. The yield is 0.940.